Dataset: Forward reaction prediction with 1.9M reactions from USPTO patents (1976-2016). Task: Predict the product of the given reaction. (1) Given the reactants [C:1]([O:5][C:6]([N:8]1[CH2:13][CH2:12][CH:11]([C:14]2[N:15]([CH2:30][CH2:31][O:32]C3CCCCO3)[CH:16]=[C:17]([C:19]3[CH:24]=[CH:23][C:22]([F:25])=[C:21]([C:26]([F:29])([F:28])[F:27])[CH:20]=3)[N:18]=2)[CH:10]([CH3:39])[CH2:9]1)=[O:7])([CH3:4])([CH3:3])[CH3:2].C1(C)C=CC(S(O)(=O)=O)=CC=1, predict the reaction product. The product is: [C:1]([O:5][C:6]([N:8]1[CH2:13][CH2:12][CH:11]([C:14]2[N:15]([CH2:30][CH2:31][OH:32])[CH:16]=[C:17]([C:19]3[CH:24]=[CH:23][C:22]([F:25])=[C:21]([C:26]([F:29])([F:28])[F:27])[CH:20]=3)[N:18]=2)[CH:10]([CH3:39])[CH2:9]1)=[O:7])([CH3:4])([CH3:3])[CH3:2]. (2) Given the reactants [CH3:1][O:2][C:3]1[CH:4]=[CH:5][C:6]2[NH:12][C:11](=[O:13])[N:10]([CH:14]3[CH2:19][CH2:18][NH:17][CH2:16][CH2:15]3)[CH2:9][CH2:8][C:7]=2[CH:20]=1.Cl[C:22]1[N:27]=[C:26]([CH3:28])[N:25]=[C:24]([C:29]([C:31]2[CH:41]=[C:40]([CH3:42])[C:34]3[N:35]([CH3:39])[C:36](=[O:38])[O:37][C:33]=3[CH:32]=2)=[O:30])[CH:23]=1.CCN(C(C)C)C(C)C, predict the reaction product. The product is: [CH3:39][N:35]1[C:34]2[C:40]([CH3:42])=[CH:41][C:31]([C:29]([C:24]3[N:25]=[C:26]([CH3:28])[N:27]=[C:22]([N:17]4[CH2:18][CH2:19][CH:14]([N:10]5[CH2:9][CH2:8][C:7]6[CH:20]=[C:3]([O:2][CH3:1])[CH:4]=[CH:5][C:6]=6[NH:12][C:11]5=[O:13])[CH2:15][CH2:16]4)[CH:23]=3)=[O:30])=[CH:32][C:33]=2[O:37][C:36]1=[O:38].